Dataset: Full USPTO retrosynthesis dataset with 1.9M reactions from patents (1976-2016). Task: Predict the reactants needed to synthesize the given product. (1) Given the product [OH:1][C:2]1[CH:3]=[CH:4][C:5]([C:8]([O:10][CH3:16])=[O:9])=[N:6][CH:7]=1, predict the reactants needed to synthesize it. The reactants are: [OH:1][C:2]1[CH:3]=[CH:4][C:5]([C:8]([OH:10])=[O:9])=[N:6][CH:7]=1.S(=O)(=O)(O)O.[CH3:16]O. (2) Given the product [ClH:25].[Cl:25][C:26]1[CH:27]=[C:28]([C:29]2[C:7]3[C:2]([F:1])=[CH:3][C:4]([O:20][CH2:21][CH2:22][O:23][CH3:24])=[C:5]([O:15][CH2:16][CH2:17][O:18][CH3:19])[C:6]=3[C:8]3[C:9]([CH3:14])=[N:10][NH:11][C:12]=3[N:13]=2)[CH:31]=[CH:32][C:33]=1[OH:34], predict the reactants needed to synthesize it. The reactants are: [F:1][C:2]1[CH:3]=[C:4]([O:20][CH2:21][CH2:22][O:23][CH3:24])[C:5]([O:15][CH2:16][CH2:17][O:18][CH3:19])=[C:6]([C:8]2[C:9]([CH3:14])=[N:10][NH:11][C:12]=2[NH2:13])[CH:7]=1.[Cl:25][C:26]1[CH:27]=[C:28]([CH:31]=[CH:32][C:33]=1[OH:34])[CH:29]=O.FC(F)(F)C(O)=O. (3) Given the product [C:4]([C:3]1[C:2]([F:1])=[CH:9][C:8]([B:10]([OH:14])[OH:11])=[CH:7][C:6]=1[F:19])#[N:5], predict the reactants needed to synthesize it. The reactants are: [F:1][C:2]1[CH:9]=[C:8]([B:10]2[O:14]C(C)(C)C(C)(C)[O:11]2)[CH:7]=[C:6]([F:19])[C:3]=1[C:4]#[N:5]. (4) The reactants are: [CH2:1]([N:3]1[C:15]2[CH:14]=[CH:13][C:12]([NH:16][C:17](=[O:25])[CH2:18][CH:19]([CH3:24])[CH2:20][C:21](O)=[O:22])=[CH:11][C:10]=2[C:9]2[C:4]1=[CH:5][CH:6]=[CH:7][CH:8]=2)[CH3:2].O. Given the product [CH2:1]([N:3]1[C:15]2[CH:14]=[CH:13][C:12]([NH:16][C:17](=[O:25])[CH2:18][CH:19]([CH3:24])[CH2:20][CH2:21][OH:22])=[CH:11][C:10]=2[C:9]2[C:4]1=[CH:5][CH:6]=[CH:7][CH:8]=2)[CH3:2], predict the reactants needed to synthesize it.